Predict which catalyst facilitates the given reaction. From a dataset of Catalyst prediction with 721,799 reactions and 888 catalyst types from USPTO. (1) Reactant: CC(C)([O-])C.[K+].[CH3:7][O:8][C:9]1[CH:10]=[C:11]([OH:19])[CH:12]=[C:13]([O:17][CH3:18])[C:14]=1[O:15][CH3:16].[CH3:20][C:21]1[N:22]=[C:23]([CH3:44])[N:24]2[C:29]=1[C:28](N1C=NC=N1)=[N:27][C:26]([C:35]1[CH:40]=[CH:39][CH:38]=[C:37]([N+:41]([O-:43])=[O:42])[CH:36]=1)=[N:25]2. Product: [CH3:20][C:21]1[N:22]=[C:23]([CH3:44])[N:24]2[C:29]=1[C:28]([O:19][C:11]1[CH:12]=[C:13]([O:17][CH3:18])[C:14]([O:15][CH3:16])=[C:9]([O:8][CH3:7])[CH:10]=1)=[N:27][C:26]([C:35]1[CH:40]=[CH:39][CH:38]=[C:37]([N+:41]([O-:43])=[O:42])[CH:36]=1)=[N:25]2. The catalyst class is: 7. (2) Reactant: [F:1][C:2]1[CH:3]=[C:4]([OH:9])[CH:5]=[CH:6][C:7]=1[Cl:8].[I-:10].[Na+].[OH-].[Na+].Cl[O-].[Na+]. Product: [Cl:8][C:7]1[C:2]([F:1])=[CH:3][C:4]([OH:9])=[C:5]([I:10])[CH:6]=1. The catalyst class is: 5. (3) Reactant: C(NC(C)C)(C)C.[Li]CCCC.[C:13]([O:18][CH3:19])(=[O:17])[CH:14]([CH3:16])[CH3:15].[Cl:20][C:21]1[S:25][C:24]([CH3:26])=[C:23](Cl)[CH:22]=1. Product: [CH3:19][O:18][C:13](=[O:17])[C:14]([CH3:16])([CH3:15])[CH2:26][C:24]1[S:25][C:21]([Cl:20])=[CH:22][CH:23]=1. The catalyst class is: 1. (4) Reactant: C[O:2][C:3]1[CH:8]=[CH:7][C:6]([C:9]2[CH:14]=[CH:13][C:12]([C:15](=[O:17])[CH3:16])=[CH:11][C:10]=2[CH3:18])=[CH:5][CH:4]=1.B(Br)(Br)Br.O. Product: [OH:2][C:3]1[CH:4]=[CH:5][C:6]([C:9]2[CH:14]=[CH:13][C:12]([C:15](=[O:17])[CH3:16])=[CH:11][C:10]=2[CH3:18])=[CH:7][CH:8]=1. The catalyst class is: 2. (5) Reactant: FC(F)(F)C(O)=O.[CH3:8][S:9]([C:12]1[CH:33]=[CH:32][C:15]([O:16][C:17]2[N:22]=[CH:21][N:20]=[C:19]3[N:23]([CH:26]4[CH2:31][CH2:30][NH:29][CH2:28][CH2:27]4)[N:24]=[CH:25][C:18]=23)=[CH:14][CH:13]=1)(=[O:11])=[O:10].[Cl:34][C:35]1[CH:36]=[C:37]([CH:40]=[CH:41][CH:42]=1)[CH:38]=O.C(N(CC)CC)C.C(O[BH-](OC(=O)C)OC(=O)C)(=O)C.[Na+]. Product: [Cl:34][C:35]1[CH:36]=[C:37]([CH:40]=[CH:41][CH:42]=1)[CH2:38][N:29]1[CH2:28][CH2:27][CH:26]([N:23]2[C:19]3=[N:20][CH:21]=[N:22][C:17]([O:16][C:15]4[CH:14]=[CH:13][C:12]([S:9]([CH3:8])(=[O:11])=[O:10])=[CH:33][CH:32]=4)=[C:18]3[CH:25]=[N:24]2)[CH2:31][CH2:30]1. The catalyst class is: 26. (6) Reactant: [NH2:1][C:2]1([CH2:20][O:21][CH2:22][C:23]#[N:24])[C:15]2[CH:14]=[C:13]([O:16][CH3:17])[CH:12]=[C:11]([F:18])[C:10]=2[O:9][C:8]2[C:3]1=[CH:4][C:5]([Br:19])=[CH:6][CH:7]=2.C[Al](C)C. Product: [Br:19][C:5]1[CH:4]=[C:3]2[C:8]([O:9][C:10]3[C:11]([F:18])=[CH:12][C:13]([O:16][CH3:17])=[CH:14][C:15]=3[C:2]32[N:1]=[C:23]([NH2:24])[CH2:22][O:21][CH2:20]3)=[CH:7][CH:6]=1. The catalyst class is: 26.